Predict the product of the given reaction. From a dataset of Forward reaction prediction with 1.9M reactions from USPTO patents (1976-2016). (1) Given the reactants [OH:1][C:2]1[CH:3]=[C:4]([CH:7]=[CH:8][C:9]=1[N+:10]([O-:12])=[O:11])C=O.[C:13]1([OH:19])C=CC=CC=1.Br[CH:21]([F:27])[C:22]([O:24][CH2:25][CH3:26])=[O:23], predict the reaction product. The product is: [F:27][CH:21]([O:1][C:2]1[CH:3]=[CH:4][C:7]([CH:13]=[O:19])=[CH:8][C:9]=1[N+:10]([O-:12])=[O:11])[C:22]([O:24][CH2:25][CH3:26])=[O:23]. (2) Given the reactants [Si]([O:8][C:9]([C:18]1[CH:49]=[CH:48][C:21]([CH2:22][N:23]2[CH2:28][CH2:27][N:26]([C:29]([C:31]3[CH:36]=[CH:35][C:34]([NH:37][C:38]([NH:40][C:41]4[CH:46]=[CH:45][N:44]=[CH:43][N:42]=4)=[O:39])=[C:33]([F:47])[CH:32]=3)=[O:30])[CH2:25][CH2:24]2)=[CH:20][CH:19]=1)([C:14]([F:17])([F:16])[F:15])[C:10]([F:13])([F:12])[F:11])(C(C)(C)C)(C)C.[F-].[K+], predict the reaction product. The product is: [F:47][C:33]1[CH:32]=[C:31]([C:29]([N:26]2[CH2:27][CH2:28][N:23]([CH2:22][C:21]3[CH:20]=[CH:19][C:18]([C:9]([OH:8])([C:10]([F:13])([F:11])[F:12])[C:14]([F:15])([F:17])[F:16])=[CH:49][CH:48]=3)[CH2:24][CH2:25]2)=[O:30])[CH:36]=[CH:35][C:34]=1[NH:37][C:38]([NH:40][C:41]1[CH:46]=[CH:45][N:44]=[CH:43][N:42]=1)=[O:39]. (3) Given the reactants [F:1][C:2]1[CH:9]=[C:8]([CH2:10][CH2:11][O:12][Si:13]([CH:20]([CH3:22])[CH3:21])([CH:17]([CH3:19])[CH3:18])[CH:14]([CH3:16])[CH3:15])[CH:7]=[C:6]([F:23])[C:3]=1[CH:4]=O.Cl.[CH2:25]([O:27][NH2:28])[CH3:26], predict the reaction product. The product is: [F:23][C:6]1[CH:7]=[C:8]([CH2:10][CH2:11][O:12][Si:13]([CH:14]([CH3:16])[CH3:15])([CH:17]([CH3:19])[CH3:18])[CH:20]([CH3:21])[CH3:22])[CH:9]=[C:2]([F:1])[C:3]=1[CH:4]=[N:28][O:27][CH2:25][CH3:26]. (4) Given the reactants [F:1][C:2]1[CH:3]=[CH:4][C:5]([C:8]2[CH:12]=[C:11]([CH2:13][CH2:14][NH:15][C:16](=[O:29])[C:17]3[CH:22]=[C:21]([CH3:23])[CH:20]=[CH:19][C:18]=3[N:24]3[N:28]=[CH:27][CH:26]=[N:25]3)[O:10][N:9]=2)=[N:6][CH:7]=1.[CH2:30](I)[CH3:31], predict the reaction product. The product is: [CH2:30]([N:15]([CH2:14][CH2:13][C:11]1[O:10][N:9]=[C:8]([C:5]2[CH:4]=[CH:3][C:2]([F:1])=[CH:7][N:6]=2)[CH:12]=1)[C:16](=[O:29])[C:17]1[CH:22]=[C:21]([CH3:23])[CH:20]=[CH:19][C:18]=1[N:24]1[N:28]=[CH:27][CH:26]=[N:25]1)[CH3:31]. (5) The product is: [CH3:16][C:7]1[CH:2]=[CH:3][C:4]([O:10][C@H:11]([CH2:13][CH:14]=[CH2:15])[CH3:12])=[C:5]([CH:6]=1)[CH:8]=[O:9]. Given the reactants C[C:2]1[CH:7]=[CH:6][C:5]([CH2:8][OH:9])=[C:4]([O:10][C@H:11]([CH2:13][CH:14]=[CH2:15])[CH3:12])[CH:3]=1.[CH3:16]C(OI1(OC(C)=O)(OC(C)=O)OC(=O)C2C=CC=CC1=2)=O, predict the reaction product. (6) Given the reactants Br[C:2]1[CH:11]=[CH:10][CH:9]=[C:8]2[C:3]=1[CH:4]=[CH:5][N:6]=[C:7]2[C:12]1[CH:19]=[CH:18][C:15]([C:16]#[N:17])=[C:14]([NH:20][CH:21]2[CH2:26][CH2:25][CH:24]([OH:27])[CH2:23][CH2:22]2)[CH:13]=1.[B:28]1([B:28]2[O:32][C:31]([CH3:34])([CH3:33])[C:30]([CH3:36])([CH3:35])[O:29]2)[O:32][C:31]([CH3:34])([CH3:33])[C:30]([CH3:36])([CH3:35])[O:29]1.C([O-])(=O)C.[K+].C(Cl)(Cl)Cl, predict the reaction product. The product is: [OH:27][CH:24]1[CH2:23][CH2:22][CH:21]([NH:20][C:14]2[CH:13]=[C:12]([C:7]3[C:8]4[C:3](=[C:2]([B:28]5[O:32][C:31]([CH3:34])([CH3:33])[C:30]([CH3:36])([CH3:35])[O:29]5)[CH:11]=[CH:10][CH:9]=4)[CH:4]=[CH:5][N:6]=3)[CH:19]=[CH:18][C:15]=2[C:16]#[N:17])[CH2:26][CH2:25]1. (7) Given the reactants [Cl:1][C:2]1[CH:3]=[C:4]([CH2:8][CH:9]([CH3:16])[CH2:10][C:11]([O:13]CC)=[O:12])[CH:5]=[CH:6][CH:7]=1.[OH-].[Na+], predict the reaction product. The product is: [Cl:1][C:2]1[CH:3]=[C:4]([CH2:8][CH:9]([CH3:16])[CH2:10][C:11]([OH:13])=[O:12])[CH:5]=[CH:6][CH:7]=1.